Dataset: Catalyst prediction with 721,799 reactions and 888 catalyst types from USPTO. Task: Predict which catalyst facilitates the given reaction. (1) Reactant: [F:1][C:2]1[C:3]([NH:18][C@H]2CCC[C@](C(C)C(O)=O)(O)C2)=[N:4][C:5]([C:8]2[C:16]3[C:11](=[N:12][CH:13]=[C:14]([F:17])[CH:15]=3)[NH:10][CH:9]=2)=[N:6][CH:7]=1.[CH2:31]([N:33]([CH2:36]C)CC)[CH3:32].N(P([O:50][C:51]1[CH:56]=[CH:55][CH:54]=[CH:53][CH:52]=1)([O:50][C:51]1[CH:56]=[CH:55][CH:54]=[CH:53][CH:52]=1)=O)=[N+]=[N-].Cl.[OH2:58]. Product: [F:1][C:2]1[C:3]([NH:18][C@H:55]2[CH2:54][CH2:53][CH2:52][C@:51]3([O:50][C:36](=[O:58])[NH:33][C@@H:31]3[CH3:32])[CH2:56]2)=[N:4][C:5]([C:8]2[C:16]3[C:11](=[N:12][CH:13]=[C:14]([F:17])[CH:15]=3)[NH:10][CH:9]=2)=[N:6][CH:7]=1. The catalyst class is: 11. (2) Reactant: [K].[F:2][C:3]([F:15])([S:11]([O-:14])(=[O:13])=[O:12])[CH:4]([F:10])[O:5][C:6]([F:9])([F:8])[F:7].[Br-].[C:17]1([S+:23]([C:30]2[CH:35]=[CH:34][CH:33]=[CH:32][CH:31]=2)[C:24]2[CH:29]=[CH:28][CH:27]=[CH:26][CH:25]=2)[CH:22]=[CH:21][CH:20]=[CH:19][CH:18]=1. Product: [C:30]1([S+:23]([C:17]2[CH:18]=[CH:19][CH:20]=[CH:21][CH:22]=2)[C:24]2[CH:29]=[CH:28][CH:27]=[CH:26][CH:25]=2)[CH:31]=[CH:32][CH:33]=[CH:34][CH:35]=1.[F:15][C:3]([F:2])([S:11]([O-:14])(=[O:13])=[O:12])[CH:4]([F:10])[O:5][C:6]([F:8])([F:7])[F:9]. The catalyst class is: 6.